This data is from Forward reaction prediction with 1.9M reactions from USPTO patents (1976-2016). The task is: Predict the product of the given reaction. Given the reactants [F:1][C:2]1[CH:7]=[CH:6][C:5]([N:8]2[C:16]3[C:11](=[CH:12][C:13]([O:17][C@H:18]([C:34]4[CH:39]=[CH:38][CH:37]=[C:36]([O:40][CH3:41])[CH:35]=4)[C@@H:19]([NH:21][C:22](=[O:33])[C@H:23]([NH:25]C(=O)OC(C)(C)C)[CH3:24])[CH3:20])=[CH:14][CH:15]=3)[CH:10]=[N:9]2)=[CH:4][CH:3]=1.C(Cl)Cl.[C:45]([OH:51])([C:47]([F:50])([F:49])[F:48])=[O:46], predict the reaction product. The product is: [F:48][C:47]([F:50])([F:49])[C:45]([OH:51])=[O:46].[NH2:25][C@H:23]([CH3:24])[C:22]([NH:21][C@@H:19]([CH3:20])[C@H:18]([O:17][C:13]1[CH:12]=[C:11]2[C:16](=[CH:15][CH:14]=1)[N:8]([C:5]1[CH:4]=[CH:3][C:2]([F:1])=[CH:7][CH:6]=1)[N:9]=[CH:10]2)[C:34]1[CH:39]=[CH:38][CH:37]=[C:36]([O:40][CH3:41])[CH:35]=1)=[O:33].